From a dataset of Catalyst prediction with 721,799 reactions and 888 catalyst types from USPTO. Predict which catalyst facilitates the given reaction. (1) Reactant: [N:1]1([C:5]([CH:7]2[CH2:12][CH2:11][NH:10][CH2:9][CH2:8]2)=[O:6])[CH2:4][CH2:3][CH2:2]1.[C:13]1([CH:19]([C:25]2[CH:30]=[CH:29][CH:28]=[CH:27][CH:26]=2)[N:20]2[CH2:23][C:22](=O)[CH2:21]2)[CH:18]=[CH:17][CH:16]=[CH:15][CH:14]=1.CO. Product: [N:1]1([C:5]([CH:7]2[CH2:12][CH2:11][N:10]([CH:22]3[CH2:23][N:20]([CH:19]([C:13]4[CH:18]=[CH:17][CH:16]=[CH:15][CH:14]=4)[C:25]4[CH:30]=[CH:29][CH:28]=[CH:27][CH:26]=4)[CH2:21]3)[CH2:9][CH2:8]2)=[O:6])[CH2:2][CH2:3][CH2:4]1. The catalyst class is: 15. (2) Reactant: [CH2:1]([NH:3][CH2:4][CH3:5])[CH3:2].[NH:6]1[C:14]2[C:9](=[CH:10][C:11]([NH:15][CH:16]3[CH2:21][CH2:20][CH2:19][N:18]([CH:22]([C:26]4[CH:31]=[CH:30][CH:29]=[CH:28][CH:27]=4)[C:23]([OH:25])=O)[CH2:17]3)=[CH:12][CH:13]=2)[CH:8]=[N:7]1.Cl.C(N=C=NCCCN(C)C)C.ON1C2C=CC=CC=2N=N1.CN(C1C=CC=CN=1)C.C(=O)([O-])O.[Na+]. Product: [CH2:1]([N:3]([CH2:4][CH3:5])[C:23](=[O:25])[CH:22]([N:18]1[CH2:19][CH2:20][CH2:21][CH:16]([NH:15][C:11]2[CH:10]=[C:9]3[C:14](=[CH:13][CH:12]=2)[NH:6][N:7]=[CH:8]3)[CH2:17]1)[C:26]1[CH:27]=[CH:28][CH:29]=[CH:30][CH:31]=1)[CH3:2]. The catalyst class is: 9. (3) The catalyst class is: 39. Reactant: [F:1][C:2]1[CH:8]=[CH:7][C:5]([NH2:6])=[CH:4][CH:3]=1.S(C1C=CC(C)=CC=1)(O[CH2:13][CH2:14][F:15])(=O)=O. Product: [F:15][CH2:14][CH2:13][NH:6][C:5]1[CH:7]=[CH:8][C:2]([F:1])=[CH:3][CH:4]=1. (4) Reactant: I[C:2]1[CH:3]=[C:4]([C:9]2[O:10][C:11]([C:14]3[CH:19]=[CH:18][CH:17]=[C:16]([O:20][CH3:21])[CH:15]=3)=[N:12][N:13]=2)[CH:5]=[C:6](I)[CH:7]=1.[CH:22]1[C:34]2[NH:33][C:32]3[C:27](=[CH:28][CH:29]=[CH:30][CH:31]=3)[C:26]=2[CH:25]=[CH:24][CH:23]=1.C(=O)([O-])[O-].[K+].[K+]. Product: [CH:31]1[C:32]2[N:33]([C:2]3[CH:3]=[C:4]([C:9]4[O:10][C:11]([C:14]5[CH:19]=[CH:18][CH:17]=[C:16]([O:20][CH3:21])[CH:15]=5)=[N:12][N:13]=4)[CH:5]=[C:6]([N:33]4[C:34]5[CH:22]=[CH:23][CH:24]=[CH:25][C:26]=5[C:27]5[C:32]4=[CH:31][CH:30]=[CH:29][CH:28]=5)[CH:7]=3)[C:34]3[C:26](=[CH:25][CH:24]=[CH:23][CH:22]=3)[C:27]=2[CH:28]=[CH:29][CH:30]=1. The catalyst class is: 3.